From a dataset of Reaction yield outcomes from USPTO patents with 853,638 reactions. Predict the reaction yield, written as a fraction of the theoretical maximum amount of product (1.0 means a 100% yield; for example, 0.34 means a 34% yield). (1) The reactants are [CH3:1][N:2]1[CH2:11][CH2:10][C:9]2[C:8]([N:12]3[CH2:17][CH2:16][O:15][CH2:14][C@@H:13]3[CH3:18])=[N:7][C:6]([C:19]3[S:23][C:22]([NH2:24])=[N:21][CH:20]=3)=[N:5][C:4]=2[CH2:3]1.[CH2:25]([N:27]=[C:28]=[O:29])[CH3:26]. No catalyst specified. The product is [CH2:25]([NH:27][C:28]([NH:24][C:22]1[S:23][C:19]([C:6]2[N:7]=[C:8]([N:12]3[CH2:17][CH2:16][O:15][CH2:14][C@@H:13]3[CH3:18])[C:9]3[CH2:10][CH2:11][N:2]([CH3:1])[CH2:3][C:4]=3[N:5]=2)=[CH:20][N:21]=1)=[O:29])[CH3:26]. The yield is 0.110. (2) The reactants are [CH3:1][C:2]1([CH3:28])[CH2:26][C:6]2[N:7]=[C:8]([N:10]3[CH2:15][CH2:14][O:13][CH2:12][C@@H:11]3[CH2:16][C:17]3[C:25]4[C:20](=[CH:21][CH:22]=[CH:23][CH:24]=4)[NH:19][CH:18]=3)[S:9][C:5]=2[C:4](=[O:27])[CH2:3]1.C(N(CC)CC)C.[C:36](OC(=O)C)(=[O:38])[CH3:37]. The catalyst is C(Cl)Cl.CN(C1C=CN=CC=1)C. The product is [C:36]([N:19]1[C:20]2[C:25](=[CH:24][CH:23]=[CH:22][CH:21]=2)[C:17]([CH2:16][C@H:11]2[CH2:12][O:13][CH2:14][CH2:15][N:10]2[C:8]2[S:9][C:5]3[C:4](=[O:27])[CH2:3][C:2]([CH3:28])([CH3:1])[CH2:26][C:6]=3[N:7]=2)=[CH:18]1)(=[O:38])[CH3:37]. The yield is 0.490. (3) The yield is 0.950. The product is [F:42][C:41]([F:44])([F:43])[C:39]([OH:45])=[O:40].[C@H:25]1([NH:24][C:3]([C@@H:2]2[CH2:6][CH2:7][CH2:8][NH:1]2)=[O:5])[C:17]2[C:18](=[CH:30][CH:31]=[CH:26][CH:27]=2)[CH2:19][CH2:20][CH2:21]1. The reactants are [N:1]1(C(OC(C)(C)C)=O)[CH2:8][CH2:7][CH2:6][C@H:2]1[C:3]([OH:5])=O.O[C:17]1[C:25]2[N:24]=NN[C:21]=2[CH:20]=[CH:19][CH:18]=1.[CH2:26](Cl)[CH2:27]Cl.[CH3:30][CH2:31]N(C(C)C)C(C)C.[C:39]([OH:45])([C:41]([F:44])([F:43])[F:42])=[O:40]. The catalyst is CN(C)C=O.C(Cl)Cl. (4) The reactants are [C:1]([O:5][C:6]([N:8]1[CH2:13][CH2:12][N:11]([C:14]2[C:19]([Cl:20])=[CH:18][CH:17]=[CH:16][C:15]=2[NH2:21])[CH2:10][CH2:9]1)=[O:7])([CH3:4])([CH3:3])[CH3:2].[CH3:22][S:23](Cl)(=[O:25])=[O:24].C(N(CC)CC)C.C([O-])(O)=O.[Na+]. The catalyst is C(Cl)Cl.CCOC(C)=O. The product is [C:1]([O:5][C:6]([N:8]1[CH2:13][CH2:12][N:11]([C:14]2[C:15]([NH:21][S:23]([CH3:22])(=[O:25])=[O:24])=[CH:16][CH:17]=[CH:18][C:19]=2[Cl:20])[CH2:10][CH2:9]1)=[O:7])([CH3:4])([CH3:2])[CH3:3]. The yield is 0.700.